The task is: Predict which catalyst facilitates the given reaction.. This data is from Catalyst prediction with 721,799 reactions and 888 catalyst types from USPTO. Reactant: [OH:1][N:2]=[C:3]([C:5]1[S:9][C:8]([N:10]2[CH2:14][CH2:13][CH:12]([O:15][C:16]3[CH:21]=[CH:20][CH:19]=[CH:18][C:17]=3[C:22]([F:25])([F:24])[F:23])[CH2:11]2)=[N:7][CH:6]=1)[NH2:4].[C:26](OC(=O)C)(=O)[CH3:27].Cl. Product: [CH3:26][C:27]1[O:1][N:2]=[C:3]([C:5]2[S:9][C:8]([N:10]3[CH2:14][CH2:13][CH:12]([O:15][C:16]4[CH:21]=[CH:20][CH:19]=[CH:18][C:17]=4[C:22]([F:25])([F:24])[F:23])[CH2:11]3)=[N:7][CH:6]=2)[N:4]=1. The catalyst class is: 228.